Dataset: Catalyst prediction with 721,799 reactions and 888 catalyst types from USPTO. Task: Predict which catalyst facilitates the given reaction. (1) Reactant: [CH3:1][C:2]1[CH:3]=[C:4]([CH:8]=[CH:9][C:10]=1[N+:11]([O-])=O)[C:5]([OH:7])=[O:6]. Product: [NH2:11][C:10]1[CH:9]=[CH:8][C:4]([C:5]([OH:7])=[O:6])=[CH:3][C:2]=1[CH3:1]. The catalyst class is: 129. (2) Reactant: [F:1][C:2]1[CH:11]=[CH:10][C:5]([C:6]([O:8][CH3:9])=[O:7])=[C:4]([OH:12])[CH:3]=1.[CH2:13](O)[CH2:14][C:15]1[CH:20]=[CH:19][CH:18]=[CH:17][CH:16]=1.C1(P(C2C=CC=CC=2)C2C=CC=CC=2)C=CC=CC=1.CC(OC(/N=N/C(OC(C)C)=O)=O)C. Product: [F:1][C:2]1[CH:11]=[CH:10][C:5]([C:6]([O:8][CH3:9])=[O:7])=[C:4]([O:12][CH2:13][CH2:14][C:15]2[CH:20]=[CH:19][CH:18]=[CH:17][CH:16]=2)[CH:3]=1. The catalyst class is: 7. (3) Reactant: [Br:1][C:2]1[C:6]2[NH:7]C(C)(C)[NH:9][C:10](=[O:11])[C:5]=2[S:4][C:3]=1[C:14]1[CH:15]=[N:16][NH:17][CH:18]=1.Cl.C([O-])(O)=O.[Na+]. Product: [NH2:7][C:6]1[C:2]([Br:1])=[C:3]([C:14]2[CH:15]=[N:16][NH:17][CH:18]=2)[S:4][C:5]=1[C:10]([NH2:9])=[O:11]. The catalyst class is: 5. (4) Reactant: Br[C:2]1[C:7](=[O:8])[N:6]([CH2:9][C:10]2[CH:15]=[CH:14][C:13]([C:16]3[C:17]([C:22]#[N:23])=[CH:18][CH:19]=[CH:20][CH:21]=3)=[CH:12][CH:11]=2)[C:5]([O:24][CH2:25][CH3:26])=[N:4][C:3]=1[CH3:27].[C:28]1(B(O)O)[CH:33]=[CH:32][CH:31]=[CH:30][CH:29]=1.C(=O)([O-])[O-].[Cs+].[Cs+]. Product: [CH2:25]([O:24][C:5]1[N:6]([CH2:9][C:10]2[CH:15]=[CH:14][C:13]([C:16]3[C:17]([C:22]#[N:23])=[CH:18][CH:19]=[CH:20][CH:21]=3)=[CH:12][CH:11]=2)[C:7](=[O:8])[C:2]([C:28]2[CH:33]=[CH:32][CH:31]=[CH:30][CH:29]=2)=[C:3]([CH3:27])[N:4]=1)[CH3:26]. The catalyst class is: 439. (5) Reactant: [CH3:1][O:2][CH2:3][O:4][CH:5]1[CH2:10][CH2:9][N:8]([C:11]#[N:12])[CH2:7][CH2:6]1.[N-:13]=[N+:14]=[N-:15].[Na+].[Cl-].[NH4+].C(O)(=O)CC(CC(O)=O)(C(O)=O)O. Product: [CH3:1][O:2][CH2:3][O:4][CH:5]1[CH2:6][CH2:7][N:8]([C:11]2[N:13]=[N:14][NH:15][N:12]=2)[CH2:9][CH2:10]1. The catalyst class is: 9. (6) Reactant: [Br:1][C:2]1[C:7]([CH3:8])=[C:6]([CH3:9])[CH:5]=[CH:4][C:3]=1[N+:10]([O-])=O.O.O.Cl[Sn]Cl.O.C([O-])(O)=O.[Na+]. Product: [Br:1][C:2]1[C:7]([CH3:8])=[C:6]([CH3:9])[CH:5]=[CH:4][C:3]=1[NH2:10]. The catalyst class is: 3. (7) Reactant: [NH2:1][C:2]1[CH:3]=[CH:4][C:5]2[O:18][C:8]3([C:16]4[C:11](=[N:12][CH:13]=[CH:14][CH:15]=4)[NH:10][C:9]3=[O:17])[C:7](=O)[C:6]=2[CH:20]=1.CS(O)(=O)=O. Product: [NH2:1][C:2]1[CH:3]=[CH:4][C:5]2[O:18][C:8]3([C:16]4[C:11](=[N:12][CH:13]=[CH:14][CH:15]=4)[NH:10][C:9]3=[O:17])[CH2:7][C:6]=2[CH:20]=1. The catalyst class is: 105. (8) Reactant: [C:1]([O:5][C:6]([N:8]1[CH2:13][CH2:12][CH:11]([NH2:14])[CH2:10][CH2:9]1)=[O:7])([CH3:4])([CH3:3])[CH3:2].[Cl:15][C:16]1[CH:21]=[CH:20][C:19]([CH2:22][C:23](O)=[O:24])=[CH:18][CH:17]=1.CCN=C=NCCCN(C)C.C1C=CC2N(O)N=NC=2C=1.CN1CCOCC1. Product: [C:1]([O:5][C:6]([N:8]1[CH2:13][CH2:12][CH:11]([NH:14][C:23](=[O:24])[CH2:22][C:19]2[CH:20]=[CH:21][C:16]([Cl:15])=[CH:17][CH:18]=2)[CH2:10][CH2:9]1)=[O:7])([CH3:4])([CH3:2])[CH3:3]. The catalyst class is: 4. (9) Reactant: [Br:1][C:2]1[CH:3]=[CH:4][C:5]([OH:11])=[C:6]([C:8](=[O:10])[CH3:9])[CH:7]=1.[C:12]1([C:18](=O)[CH3:19])[CH:17]=[CH:16][CH:15]=[CH:14][CH:13]=1.N1CCCC1.O. Product: [Br:1][C:2]1[CH:7]=[C:6]2[C:5](=[CH:4][CH:3]=1)[O:11][C:18]([CH3:19])([C:12]1[CH:17]=[CH:16][CH:15]=[CH:14][CH:13]=1)[CH2:9][C:8]2=[O:10]. The catalyst class is: 11.